The task is: Predict the reactants needed to synthesize the given product.. This data is from Full USPTO retrosynthesis dataset with 1.9M reactions from patents (1976-2016). (1) Given the product [C:10]([O:8][CH2:1][C:2]1[CH:7]=[CH:6][CH:5]=[CH:4][CH:3]=1)(=[O:11])[CH3:9], predict the reactants needed to synthesize it. The reactants are: [CH2:1]([OH:8])[C:2]1[CH:7]=[CH:6][CH:5]=[CH:4][CH:3]=1.[CH3:9][C:10](=O)[O:11]CC(COC(=O)C)OC(=O)C. (2) Given the product [CH3:3][N:2](/[CH:4]=[N:5]/[C:6]1[S:7][C:8]([C:11]([OH:13])=[O:12])=[CH:9][N:10]=1)[CH3:1], predict the reactants needed to synthesize it. The reactants are: [CH3:1][N:2](/[CH:4]=[N:5]/[C:6]1[S:7][C:8]([C:11]([O:13]C(C)(C)C)=[O:12])=[CH:9][N:10]=1)[CH3:3].Cl.O1CCOCC1. (3) Given the product [C:58]([C:60]1[CH:68]=[C:67]([CH3:69])[C:63]([C:6]([NH:7][CH2:8][CH2:9][C@H:10]([N:12]2[CH2:13][CH2:14][CH:15]([N:18]([CH2:27][C:28]3[CH:33]=[CH:32][CH:31]=[C:30]([C:34]#[N:35])[N:29]=3)[C:19]3[CH:24]=[CH:23][C:22]([O:25][CH3:26])=[CH:21][CH:20]=3)[CH2:16][CH2:17]2)[CH3:11])=[O:5])=[C:62]([CH3:70])[CH:61]=1)#[N:59], predict the reactants needed to synthesize it. The reactants are: C([O:5][C:6](=O)[NH:7][CH2:8][CH2:9][C@H:10]([N:12]1[CH2:17][CH2:16][CH:15]([N:18]([CH2:27][C:28]2[CH:33]=[CH:32][CH:31]=[C:30]([C:34]#[N:35])[N:29]=2)[C:19]2[CH:24]=[CH:23][C:22]([O:25][CH3:26])=[CH:21][CH:20]=2)[CH2:14][CH2:13]1)[CH3:11])(C)(C)C.CCN=C=NCCCN(C)C.C1C=CC2N(O)N=NC=2C=1.[C:58]([C:60]1[CH:68]=[C:67]([CH3:69])[C:63](C(O)=O)=[C:62]([CH3:70])[CH:61]=1)#[N:59].CCN(C(C)C)C(C)C.